Dataset: Catalyst prediction with 721,799 reactions and 888 catalyst types from USPTO. Task: Predict which catalyst facilitates the given reaction. (1) Reactant: C[O:2][C:3](=[O:32])[CH2:4][C:5]1[C:14]([CH3:15])=[C:13]([C:16](=[CH2:30])[CH2:17][CH2:18][NH:19][S:20]([C:23]2[CH:28]=[CH:27][CH:26]=[CH:25][C:24]=2[Cl:29])(=[O:22])=[O:21])[C:12]2[C:7](=[CH:8][CH:9]=[C:10]([F:31])[CH:11]=2)[CH:6]=1.[Li+].[OH-]. Product: [Cl:29][C:24]1[CH:25]=[CH:26][CH:27]=[CH:28][C:23]=1[S:20]([NH:19][CH2:18][CH2:17][C:16]([C:13]1[C:12]2[C:7](=[CH:8][CH:9]=[C:10]([F:31])[CH:11]=2)[CH:6]=[C:5]([CH2:4][C:3]([OH:32])=[O:2])[C:14]=1[CH3:15])=[CH2:30])(=[O:21])=[O:22]. The catalyst class is: 20. (2) Reactant: [H-].[Na+].[CH:3]1[C:8]([OH:9])=[CH:7][CH:6]=[C:5]([CH3:10])[CH:4]=1.[C:11]1([O-])C=CC=C[CH:12]=1.Br[CH:19]([CH3:23])[C:20]([O-:22])=[O:21]. Product: [CH2:10]([C:5]1[CH:6]=[CH:7][C:8]([O:9][C@H:19]([CH3:23])[C:20]([OH:22])=[O:21])=[CH:3][CH:4]=1)[CH2:11][CH3:12]. The catalyst class is: 1. (3) Reactant: [Br:1][C:2]1[C:7]([CH3:8])=[CH:6][C:5]([OH:9])=[CH:4][C:3]=1[CH3:10].C([O-])([O-])=O.[Cs+].[Cs+].CC1C=CC(S(O[CH:28]2[CH2:32][CH2:31][C:30]([OH:34])([CH3:33])[CH2:29]2)(=O)=O)=CC=1. Product: [Br:1][C:2]1[C:7]([CH3:8])=[CH:6][C:5]([O:9][CH:28]2[CH2:32][CH2:31][C:30]([CH3:33])([OH:34])[CH2:29]2)=[CH:4][C:3]=1[CH3:10]. The catalyst class is: 9. (4) Reactant: [CH2:1]([O:5][CH2:6][CH2:7][O:8][C:9]1[CH:14]=[CH:13][C:12]([C:15]2[CH:20]=[CH:19][C:18]([N:21]3[CH2:25][CH2:24][CH2:23][CH2:22]3)=[C:17](/[C:26](/[CH3:33])=[CH:27]/[C:28]([O:30]CC)=[O:29])[CH:16]=2)=[CH:11][CH:10]=1)[CH2:2][CH2:3][CH3:4].[OH-].[Na+].O.Cl. Product: [CH2:1]([O:5][CH2:6][CH2:7][O:8][C:9]1[CH:10]=[CH:11][C:12]([C:15]2[CH:20]=[CH:19][C:18]([N:21]3[CH2:25][CH2:24][CH2:23][CH2:22]3)=[C:17](/[C:26](/[CH3:33])=[CH:27]/[C:28]([OH:30])=[O:29])[CH:16]=2)=[CH:13][CH:14]=1)[CH2:2][CH2:3][CH3:4]. The catalyst class is: 36. (5) Reactant: [ClH:1].C([O:9][C:10]1[CH:22]=[CH:21][C:13]([O:14][CH:15]2[CH2:20][CH2:19][NH:18][CH2:17][CH2:16]2)=[CH:12][CH:11]=1)C1C=CC=CC=1. Product: [ClH:1].[NH:18]1[CH2:17][CH2:16][CH:15]([O:14][C:13]2[CH:21]=[CH:22][C:10]([OH:9])=[CH:11][CH:12]=2)[CH2:20][CH2:19]1. The catalyst class is: 129. (6) Reactant: [C:1]([O:5][C:6](=[O:14])[NH:7][CH2:8][CH2:9][CH2:10][CH:11]1[CH2:13][O:12]1)([CH3:4])([CH3:3])[CH3:2].[NH2:15][C:16]1[CH:17]=[CH:18][C:19]2[S:24][CH2:23][C:22](=[O:25])[NH:21][C:20]=2[CH:26]=1. Product: [C:1]([O:5][C:6](=[O:14])[NH:7][CH2:8][CH2:9][CH2:10][CH:11]([OH:12])[CH2:13][NH:15][C:16]1[CH:17]=[CH:18][C:19]2[S:24][CH2:23][C:22](=[O:25])[NH:21][C:20]=2[CH:26]=1)([CH3:4])([CH3:3])[CH3:2]. The catalyst class is: 88.